From a dataset of NCI-60 drug combinations with 297,098 pairs across 59 cell lines. Regression. Given two drug SMILES strings and cell line genomic features, predict the synergy score measuring deviation from expected non-interaction effect. (1) Drug 1: CN(C)N=NC1=C(NC=N1)C(=O)N. Drug 2: C1=CC(=CC=C1CC(C(=O)O)N)N(CCCl)CCCl.Cl. Cell line: HS 578T. Synergy scores: CSS=14.5, Synergy_ZIP=4.68, Synergy_Bliss=13.2, Synergy_Loewe=5.62, Synergy_HSA=10.1. (2) Drug 1: CC(CN1CC(=O)NC(=O)C1)N2CC(=O)NC(=O)C2. Drug 2: CCCCC(=O)OCC(=O)C1(CC(C2=C(C1)C(=C3C(=C2O)C(=O)C4=C(C3=O)C=CC=C4OC)O)OC5CC(C(C(O5)C)O)NC(=O)C(F)(F)F)O. Cell line: SK-MEL-2. Synergy scores: CSS=30.8, Synergy_ZIP=-5.70, Synergy_Bliss=5.55, Synergy_Loewe=4.90, Synergy_HSA=4.90. (3) Drug 1: CS(=O)(=O)C1=CC(=C(C=C1)C(=O)NC2=CC(=C(C=C2)Cl)C3=CC=CC=N3)Cl. Drug 2: CC1C(C(CC(O1)OC2CC(OC(C2O)C)OC3=CC4=CC5=C(C(=O)C(C(C5)C(C(=O)C(C(C)O)O)OC)OC6CC(C(C(O6)C)O)OC7CC(C(C(O7)C)O)OC8CC(C(C(O8)C)O)(C)O)C(=C4C(=C3C)O)O)O)O. Cell line: KM12. Synergy scores: CSS=28.2, Synergy_ZIP=30.2, Synergy_Bliss=30.0, Synergy_Loewe=29.7, Synergy_HSA=29.8.